Dataset: Full USPTO retrosynthesis dataset with 1.9M reactions from patents (1976-2016). Task: Predict the reactants needed to synthesize the given product. (1) Given the product [Cl:10][C:11]1[CH:12]=[CH:13][C:14]([C:17]2[S:18][CH:19]=[C:20]([CH2:22][CH2:23][NH2:24])[N:21]=2)=[CH:15][CH:16]=1, predict the reactants needed to synthesize it. The reactants are: FC(F)(F)C(O)=O.[BH4-].[Na+].[Cl:10][C:11]1[CH:16]=[CH:15][C:14]([C:17]2[S:18][CH:19]=[C:20]([CH2:22][C:23]#[N:24])[N:21]=2)=[CH:13][CH:12]=1.O. (2) Given the product [C:1]([C:5]1[S:9][C:8]([NH:10][C:11](=[O:12])[O:13][C:14]([CH3:17])([CH3:16])[CH3:15])=[N:7][N:6]=1)([CH3:4])([CH3:3])[CH3:2], predict the reactants needed to synthesize it. The reactants are: [C:1]([C:5]1[S:9][C:8]([NH2:10])=[N:7][N:6]=1)([CH3:4])([CH3:3])[CH3:2].[C:11](O[C:11]([O:13][C:14]([CH3:17])([CH3:16])[CH3:15])=[O:12])([O:13][C:14]([CH3:17])([CH3:16])[CH3:15])=[O:12].